From a dataset of Forward reaction prediction with 1.9M reactions from USPTO patents (1976-2016). Predict the product of the given reaction. (1) The product is: [F:18][C:19]1[CH:24]=[CH:23][CH:22]=[CH:21][C:20]=1[C:25]1[N:36]=[CH:37][NH:38][C:13]=1[C:11]1[N:10]=[CH:9][C:8]2[N:15]=[C:5]([NH:4][CH:1]([CH3:3])[CH3:2])[S:6][C:7]=2[CH:12]=1. Given the reactants [CH:1]([NH:4][C:5]1[S:6][C:7]2[CH:12]=[C:11]([CH:13]=O)[N:10]=[CH:9][C:8]=2[N:15]=1)([CH3:3])[CH3:2].[NH4+].[OH-].[F:18][C:19]1[CH:24]=[CH:23][CH:22]=[CH:21][C:20]=1[CH:25]([N+:36]#[C-:37])S(C1C=CC(C)=CC=1)(=O)=O.[NH:38]1CCNCC1, predict the reaction product. (2) The product is: [CH2:38]([O:40][C:41]([C:43]1([CH2:47][CH2:48][O:29][C:26]2[CH:25]=[CH:24][C:23]([C:22]([N:15]3[C:16]4[C:21](=[CH:20][CH:19]=[CH:18][CH:17]=4)[CH:12]([N:8]([C:9](=[O:11])[CH3:10])[C:5]4[CH:4]=[CH:3][C:2]([Cl:1])=[CH:7][CH:6]=4)[CH2:13][CH:14]3[CH3:31])=[O:30])=[CH:28][CH:27]=2)[CH2:46][CH2:45][CH2:44]1)=[O:42])[CH3:39]. Given the reactants [Cl:1][C:2]1[CH:7]=[CH:6][C:5]([N:8]([C@H:12]2[C:21]3[C:16](=[CH:17][CH:18]=[CH:19][CH:20]=3)[N:15]([C:22](=[O:30])[C:23]3[CH:28]=[CH:27][C:26]([OH:29])=[CH:25][CH:24]=3)[C@@H:14]([CH3:31])[CH2:13]2)[C:9](=[O:11])[CH3:10])=[CH:4][CH:3]=1.C([O-])([O-])=O.[K+].[K+].[CH2:38]([O:40][C:41]([C:43]1([CH2:47][CH2:48]Br)[CH2:46][CH2:45][CH2:44]1)=[O:42])[CH3:39], predict the reaction product. (3) Given the reactants Br[C:2]1[CH:3]=[C:4]([C:29]([NH2:31])=[O:30])[C:5]2[N:6]([CH2:25][CH:26]3[CH2:28][CH2:27]3)[C:7]3[C:12]([C:13]=2[CH:14]=1)=[CH:11][CH:10]=[C:9]([C:15]([N:17]1[CH2:22][C@H:21]([CH3:23])[O:20][C@H:19]([CH3:24])[CH2:18]1)=[O:16])[CH:8]=3.[B:32]1([B:32]2[O:36][C:35]([CH3:38])([CH3:37])[C:34]([CH3:40])([CH3:39])[O:33]2)[O:36][C:35]([CH3:38])([CH3:37])[C:34]([CH3:40])([CH3:39])[O:33]1.C([O-])(=O)C.[K+].O, predict the reaction product. The product is: [CH:26]1([CH2:25][N:6]2[C:5]3[C:4]([C:29]([NH2:31])=[O:30])=[CH:3][C:2]([B:32]4[O:36][C:35]([CH3:38])([CH3:37])[C:34]([CH3:40])([CH3:39])[O:33]4)=[CH:14][C:13]=3[C:12]3[C:7]2=[CH:8][C:9]([C:15]([N:17]2[CH2:18][C@H:19]([CH3:24])[O:20][C@H:21]([CH3:23])[CH2:22]2)=[O:16])=[CH:10][CH:11]=3)[CH2:28][CH2:27]1. (4) Given the reactants [NH2:1][C:2]1[C:7]([I:8])=[CH:6][C:5]([S:9][CH3:10])=[CH:4][N:3]=1.[C:11]1([S:17](Cl)(=[O:19])=[O:18])[CH:16]=[CH:15][CH:14]=[CH:13][CH:12]=1.O, predict the reaction product. The product is: [C:11]1([S:17]([NH:1][C:2]2[C:7]([I:8])=[CH:6][C:5]([S:9][CH3:10])=[CH:4][N:3]=2)(=[O:19])=[O:18])[CH:16]=[CH:15][CH:14]=[CH:13][CH:12]=1. (5) Given the reactants [O:1]([C:8]1[CH:13]=[CH:12][C:11](O)=[CH:10][CH:9]=1)[C:2]1[CH:7]=[CH:6][CH:5]=[CH:4][CH:3]=1.C(=O)([O-])[O-].[K+].[K+].[Cl:21][CH2:22][CH2:23][CH2:24]Cl, predict the reaction product. The product is: [Cl:21][CH2:22][CH2:23][CH2:24][C:11]1[CH:12]=[CH:13][C:8]([O:1][C:2]2[CH:7]=[CH:6][CH:5]=[CH:4][CH:3]=2)=[CH:9][CH:10]=1. (6) Given the reactants [Cl:1][C:2]1[N:3]=[C:4]([N:14]2[CH2:19][CH2:18][O:17][CH2:16][CH2:15]2)[C:5]2[N:10]=[C:9]([C:11]([OH:13])=O)[S:8][C:6]=2[N:7]=1.[NH:20]1[CH2:25][CH2:24][CH:23]([C:26]([OH:29])([CH3:28])[CH3:27])[CH2:22][CH2:21]1.CN(C(ON1N=NC2C=CC=NC1=2)=[N+](C)C)C.F[P-](F)(F)(F)(F)F.CCN(C(C)C)C(C)C, predict the reaction product. The product is: [Cl:1][C:2]1[N:3]=[C:4]([N:14]2[CH2:19][CH2:18][O:17][CH2:16][CH2:15]2)[C:5]2[N:10]=[C:9]([C:11]([N:20]3[CH2:25][CH2:24][CH:23]([C:26]([OH:29])([CH3:28])[CH3:27])[CH2:22][CH2:21]3)=[O:13])[S:8][C:6]=2[N:7]=1. (7) Given the reactants [C:1]([N:4]1[CH2:10][CH2:9][CH2:8][CH2:7][C:6]2[N:11]=[C:12]([C:14]3[CH:19]=[CH:18][C:17]([OH:20])=[CH:16][CH:15]=3)[S:13][C:5]1=2)(=[O:3])[CH3:2].C(=O)([O-])[O-].[K+].[K+].Br[CH2:28][CH2:29][CH2:30][Cl:31], predict the reaction product. The product is: [C:1]([N:4]1[CH2:10][CH2:9][CH2:8][CH2:7][C:6]2[N:11]=[C:12]([C:14]3[CH:15]=[CH:16][C:17]([O:20][CH2:28][CH2:29][CH2:30][Cl:31])=[CH:18][CH:19]=3)[S:13][C:5]1=2)(=[O:3])[CH3:2]. (8) Given the reactants CO.[C:3]([O:7][C:8](=[O:38])[CH2:9][C@@:10]1([C:26]([O:28]CC2C=CC(OC)=CC=2)=[O:27])[C@H:14]([CH3:15])[CH2:13][N:12](C(OCC2C=CC=CC=2)=O)[CH2:11]1)([CH3:6])([CH3:5])[CH3:4], predict the reaction product. The product is: [C:3]([O:7][C:8](=[O:38])[CH2:9][C@@:10]1([C:26]([OH:28])=[O:27])[C@H:14]([CH3:15])[CH2:13][NH:12][CH2:11]1)([CH3:4])([CH3:5])[CH3:6]. (9) The product is: [C:28]([O:27][C:25](=[O:26])[NH:32][C@H:33]1[CH2:38][CH2:37][CH2:36][CH2:35][C@H:34]1[NH:39][C:2]1[N:3]=[CH:4][C:5]2[S:10][CH:9]=[C:8]([C:11](=[O:12])[NH:13][C:14]3[CH:15]=[C:16]4[C:21](=[C:22]([CH3:24])[CH:23]=3)[N:20]=[CH:19][CH:18]=[CH:17]4)[C:6]=2[N:7]=1)([CH3:31])([CH3:29])[CH3:30]. Given the reactants Cl[C:2]1[N:3]=[CH:4][C:5]2[S:10][CH:9]=[C:8]([C:11]([NH:13][C:14]3[CH:15]=[C:16]4[C:21](=[C:22]([CH3:24])[CH:23]=3)[N:20]=[CH:19][CH:18]=[CH:17]4)=[O:12])[C:6]=2[N:7]=1.[C:25]([NH:32][C@H:33]1[CH2:38][CH2:37][CH2:36][CH2:35][C@H:34]1[NH2:39])([O:27][C:28]([CH3:31])([CH3:30])[CH3:29])=[O:26].CCN(C(C)C)C(C)C, predict the reaction product.